This data is from HIV replication inhibition screening data with 41,000+ compounds from the AIDS Antiviral Screen. The task is: Binary Classification. Given a drug SMILES string, predict its activity (active/inactive) in a high-throughput screening assay against a specified biological target. (1) The drug is CN(C)CCNc1ccc2ncnc3c2c1C(=O)c1ccccc1-3. The result is 0 (inactive). (2) The molecule is Cc1ccc(N2C(=O)C3c4[nH]c5ccc(C)cc5c4C4CCC(C(C)(C)C)CC4C3C2=O)cc1. The result is 0 (inactive). (3) The compound is CN(C)C=Nc1c(C#N)c(CC#N)nn1-c1ccccc1. The result is 0 (inactive). (4) The drug is C=CCNC(=S)NNC(=S)NCC=C. The result is 0 (inactive). (5) The result is 0 (inactive). The molecule is CCN1CCC2(CC1)OC(c1ccccc1)C(c1ccccc1)O2.